Dataset: Forward reaction prediction with 1.9M reactions from USPTO patents (1976-2016). Task: Predict the product of the given reaction. (1) Given the reactants [H-].[Na+].[N+:3]([C:6]1[C:7]([CH3:13])=[CH:8][C:9]([OH:12])=[CH:10][CH:11]=1)([O-:5])=[O:4].Br[CH2:15][CH2:16][CH2:17][NH:18][C:19](=[O:29])[C:20]1[C:21](=[CH:25][CH:26]=[CH:27][CH:28]=1)[C:22]([NH2:24])=[O:23], predict the reaction product. The product is: [CH3:13][C:7]1[CH:8]=[C:9]([CH:10]=[CH:11][C:6]=1[N+:3]([O-:5])=[O:4])[O:12][CH2:15][CH2:16][CH2:17][NH:18][C:19](=[O:29])[C:20]1[C:21](=[CH:25][CH:26]=[CH:27][CH:28]=1)[C:22]([NH2:24])=[O:23]. (2) Given the reactants [Cl:1][C:2]1[N:7]=[C:6](Cl)[CH:5]=[CH:4][N:3]=1.[F:9][C:10]1[CH:18]=[C:17]2[C:13]([CH:14]=[N:15][NH:16]2)=[CH:12][C:11]=1[NH2:19].C([O-])([O-])=O.[Na+].[Na+], predict the reaction product. The product is: [Cl:1][C:2]1[N:7]=[C:6]([NH:19][C:11]2[CH:12]=[C:13]3[C:17](=[CH:18][C:10]=2[F:9])[NH:16][N:15]=[CH:14]3)[CH:5]=[CH:4][N:3]=1.